Dataset: Forward reaction prediction with 1.9M reactions from USPTO patents (1976-2016). Task: Predict the product of the given reaction. (1) Given the reactants Cl[C:2]1[C:7]([O:8][CH2:9][CH2:10][O:11][C:12]2[CH:17]=[CH:16][CH:15]=[CH:14][CH:13]=2)=[N:6][CH:5]=[CH:4][N:3]=1.[NH:18]1[CH2:24][CH2:23][CH2:22][NH:21][CH2:20][CH2:19]1, predict the reaction product. The product is: [N:18]1([C:2]2[C:7]([O:8][CH2:9][CH2:10][O:11][C:12]3[CH:17]=[CH:16][CH:15]=[CH:14][CH:13]=3)=[N:6][CH:5]=[CH:4][N:3]=2)[CH2:24][CH2:23][CH2:22][NH:21][CH2:20][CH2:19]1. (2) The product is: [N:11]1[C:12]2[N:13]([C:16]3[CH:22]=[CH:21][CH:20]=[CH:19][C:17]=3[N:18]=2)[CH:14]=[CH:15][C:10]=1[C:7]1[CH:6]=[CH:5][C:4]([NH2:1])=[CH:9][CH:8]=1. Given the reactants [N+:1]([C:4]1[CH:9]=[CH:8][C:7]([C:10]2[CH:15]=[CH:14][N:13]3[C:16]4[CH:22]=[CH:21][CH:20]=[CH:19][C:17]=4[N:18]=[C:12]3[N:11]=2)=[CH:6][CH:5]=1)([O-])=O.O.O.Cl[Sn]Cl, predict the reaction product. (3) Given the reactants [N+:1]([C:4]1[CH:5]=[C:6]([OH:10])[CH:7]=[CH:8][CH:9]=1)([O-:3])=[O:2].Cl.Cl[CH2:13][C:14]1[CH:19]=[CH:18][N:17]=[CH:16][CH:15]=1, predict the reaction product. The product is: [N+:1]([C:4]1[CH:5]=[C:6]([CH:7]=[CH:8][CH:9]=1)[O:10][CH2:13][C:14]1[CH:19]=[CH:18][N:17]=[CH:16][CH:15]=1)([O-:3])=[O:2].